From a dataset of Forward reaction prediction with 1.9M reactions from USPTO patents (1976-2016). Predict the product of the given reaction. Given the reactants [C:1]([O:5][C:6]([N:8]1[CH2:13][CH2:12][CH:11]([C:14]2[CH:19]=[C:18]([F:20])[CH:17]=[CH:16][C:15]=2OS(C(F)(F)F)(=O)=O)[CH2:10][CH2:9]1)=[O:7])([CH3:4])([CH3:3])[CH3:2].CC1(C)C(C)(C)OB([C:37]2[CH2:42][C:41]([CH3:44])([CH3:43])[CH2:40][C:39]([CH3:46])([CH3:45])[CH:38]=2)O1.COCCOC.C(=O)([O-])[O-].[Na+].[Na+], predict the reaction product. The product is: [C:1]([O:5][C:6]([N:8]1[CH2:9][CH2:10][CH:11]([C:14]2[CH:19]=[C:18]([F:20])[CH:17]=[CH:16][C:15]=2[C:37]2[CH2:42][C:41]([CH3:44])([CH3:43])[CH2:40][C:39]([CH3:46])([CH3:45])[CH:38]=2)[CH2:12][CH2:13]1)=[O:7])([CH3:2])([CH3:3])[CH3:4].